From a dataset of Forward reaction prediction with 1.9M reactions from USPTO patents (1976-2016). Predict the product of the given reaction. Given the reactants [CH3:1][N:2]([CH3:17])[C:3]1([C:11]2[CH:16]=[CH:15][CH:14]=[CH:13][CH:12]=2)[CH2:8][CH2:7][CH:6]([CH2:9][OH:10])[CH2:5][CH2:4]1.CC([O-])(C)C.[K+].[CH2:24]([Cl:31])[C:25]1[CH:30]=[CH:29][CH:28]=[CH:27][CH:26]=1.O, predict the reaction product. The product is: [ClH:31].[CH2:24]([O:10][CH2:9][CH:6]1[CH2:7][CH2:8][C:3]([N:2]([CH3:17])[CH3:1])([C:11]2[CH:16]=[CH:15][CH:14]=[CH:13][CH:12]=2)[CH2:4][CH2:5]1)[C:25]1[CH:30]=[CH:29][CH:28]=[CH:27][CH:26]=1.